Dataset: Full USPTO retrosynthesis dataset with 1.9M reactions from patents (1976-2016). Task: Predict the reactants needed to synthesize the given product. (1) Given the product [CH3:46][O:45][C:42]1[CH:41]=[CH:40][C:39]([S:38][C:36]2[S:37][C:33]3[CH:32]=[C:31]([S:28]([NH:27][C@H:4]([CH2:5][C:6]4[CH:11]=[CH:10][C:9]([O:12][CH2:13][CH2:14][CH2:15][N:16]5[C:20](=[O:21])[C:19]6=[CH:22][CH:23]=[CH:24][CH:25]=[C:18]6[C:17]5=[O:26])=[CH:8][CH:7]=4)[C:3]([OH:49])=[O:2])(=[O:29])=[O:30])[CH:48]=[CH:47][C:34]=3[N:35]=2)=[CH:44][CH:43]=1, predict the reactants needed to synthesize it. The reactants are: C[O:2][C:3](=[O:49])[C@H:4]([NH:27][S:28]([C:31]1[CH:48]=[CH:47][C:34]2[N:35]=[C:36]([S:38][C:39]3[CH:44]=[CH:43][C:42]([O:45][CH3:46])=[CH:41][CH:40]=3)[S:37][C:33]=2[CH:32]=1)(=[O:30])=[O:29])[CH2:5][C:6]1[CH:11]=[CH:10][C:9]([O:12][CH2:13][CH2:14][CH2:15][N:16]2[C:20](=[O:21])[C:19]3=[CH:22][CH:23]=[CH:24][CH:25]=[C:18]3[C:17]2=[O:26])=[CH:8][CH:7]=1.[Li+].[OH-]. (2) Given the product [C:1]1([C:7]2[CH:8]=[C:9]([CH2:10][N:21]3[CH2:22][CH:18]4[CH2:17][N:16]([C:23]([O:25][N:34]5[C:35](=[O:36])[CH2:30][CH2:31][C:32]5=[O:33])=[O:24])[CH2:15][CH:19]4[CH2:20]3)[CH:12]=[CH:13][CH:14]=2)[CH:6]=[CH:5][CH:4]=[CH:3][CH:2]=1, predict the reactants needed to synthesize it. The reactants are: [C:1]1([C:7]2[CH:8]=[C:9]([CH:12]=[CH:13][CH:14]=2)[CH:10]=O)[CH:6]=[CH:5][CH:4]=[CH:3][CH:2]=1.[CH2:15]1[CH:19]2[CH2:20][NH:21][CH2:22][CH:18]2[CH2:17][N:16]1[C:23]([O:25]C(C)(C)C)=[O:24].[CH2:30]1[C:35](=[O:36])[N:34](OC(O[N:34]2[C:35](=[O:36])[CH2:30][CH2:31][C:32]2=[O:33])=O)[C:32](=[O:33])[CH2:31]1. (3) The reactants are: [CH3:1][N:2]1[C:10]2[C:9](=[O:11])[CH2:8][C:7]([CH3:13])([CH3:12])[CH2:6][C:5]=2[C:4]([C:14]([O:16][CH2:17][CH3:18])=[O:15])=[N:3]1.[O-:19][CH2:20]C.[Na+].O. Given the product [OH:19][CH:20]=[C:8]1[C:9](=[O:11])[C:10]2[N:2]([CH3:1])[N:3]=[C:4]([C:14]([O:16][CH2:17][CH3:18])=[O:15])[C:5]=2[CH2:6][C:7]1([CH3:13])[CH3:12], predict the reactants needed to synthesize it. (4) Given the product [CH2:17]([O:10][C:9](=[O:11])[CH2:8][C:5]1[CH:4]=[CH:3][C:2]([I:1])=[CH:7][CH:6]=1)[CH3:18], predict the reactants needed to synthesize it. The reactants are: [I:1][C:2]1[CH:7]=[CH:6][C:5]([CH2:8][C:9]([OH:11])=[O:10])=[CH:4][CH:3]=1.OS(O)(=O)=O.[CH2:17](O)[CH3:18]. (5) Given the product [C:32]([NH:34][C:35]([NH:20][C:19]1[CH:21]=[CH:22][C:16]([O:15][C:6]2[C:5]3[C:10](=[CH:11][C:12]([O:13][CH3:14])=[C:3]([O:2][CH3:1])[CH:4]=3)[N:9]=[CH:8][N:7]=2)=[CH:17][CH:18]=1)=[S:36])(=[O:33])[C:26]1[CH:31]=[CH:30][CH:29]=[CH:28][CH:27]=1, predict the reactants needed to synthesize it. The reactants are: [CH3:1][O:2][C:3]1[CH:4]=[C:5]2[C:10](=[CH:11][C:12]=1[O:13][CH3:14])[N:9]=[CH:8][N:7]=[C:6]2[O:15][C:16]1[CH:22]=[CH:21][C:19]([NH2:20])=[CH:18][CH:17]=1.C(O)C.[C:26]1([C:32]([N:34]=[C:35]=[S:36])=[O:33])[CH:31]=[CH:30][CH:29]=[CH:28][CH:27]=1. (6) Given the product [Cl:1][C:2]1[CH:3]=[C:4]2[N:19]=[C:18]([O:20][C@@H:21]3[CH2:25][O:24][C@@H:23]4[C@H:26]([OH:29])[CH2:27][O:28][C@H:22]34)[N:17]([CH2:30][O:31][CH2:32][CH2:33][Si:34]([CH3:35])([CH3:36])[CH3:37])[C:5]2=[N:6][C:7]=1[C:8]1[CH:9]=[CH:10][C:11]([C:12]([N:74]=[S:72]([CH3:75])([CH3:71])=[O:73])=[O:14])=[CH:15][CH:16]=1, predict the reactants needed to synthesize it. The reactants are: [Cl:1][C:2]1[CH:3]=[C:4]2[N:19]=[C:18]([O:20][C@@H:21]3[CH2:25][O:24][C@@H:23]4[C@H:26]([OH:29])[CH2:27][O:28][C@H:22]34)[N:17]([CH2:30][O:31][CH2:32][CH2:33][Si:34]([CH3:37])([CH3:36])[CH3:35])[C:5]2=[N:6][C:7]=1[C:8]1[CH:16]=[CH:15][C:11]([C:12]([OH:14])=O)=[CH:10][CH:9]=1.C(N(CC)C(C)C)(C)C.F[P-](F)(F)(F)(F)F.CN(C(N(C)C)=[N+]1C2C(=NC=CC=2)[N+]([O-])=N1)C.[CH3:71][S:72]([CH3:75])(=[NH:74])=[O:73]. (7) Given the product [CH3:1][O:2][C:3]1[CH:8]=[CH:7][C:6]([O:9][CH3:10])=[CH:5][C:4]=1[S:11][C:12]1[N:13]([CH2:27][CH2:26][CH2:25][N:22]([CH3:24])[CH3:23])[C:14]2[C:19]([N:20]=1)=[C:18]([NH2:21])[N:17]=[CH:16][N:15]=2, predict the reactants needed to synthesize it. The reactants are: [CH3:1][O:2][C:3]1[CH:8]=[CH:7][C:6]([O:9][CH3:10])=[CH:5][C:4]=1[S:11][C:12]1[NH:13][C:14]2[C:19]([N:20]=1)=[C:18]([NH2:21])[N:17]=[CH:16][N:15]=2.[N:22]([CH2:25][CH2:26][CH2:27]Cl)([CH3:24])[CH3:23].Cl.C([O-])([O-])=O.[Cs+].[Cs+].CO.C(Cl)Cl. (8) The reactants are: [Br:1][C:2]1[CH:3]=[CH:4][C:5]([O:17][CH2:18][CH2:19]Br)=[C:6]([C:8]2[NH:9][C:10]3[C:15]([CH:16]=2)=[CH:14][CH:13]=[CH:12][CH:11]=3)[CH:7]=1.N#N.[H-].[Na+]. Given the product [Br:1][C:2]1[CH:3]=[CH:4][C:5]2[O:17][CH2:18][CH2:19][N:9]3[C:10]4[CH:11]=[CH:12][CH:13]=[CH:14][C:15]=4[CH:16]=[C:8]3[C:6]=2[CH:7]=1, predict the reactants needed to synthesize it.